From a dataset of Peptide-MHC class I binding affinity with 185,985 pairs from IEDB/IMGT. Regression. Given a peptide amino acid sequence and an MHC pseudo amino acid sequence, predict their binding affinity value. This is MHC class I binding data. (1) The peptide sequence is KVYWAGIEF. The MHC is HLA-C04:01 with pseudo-sequence HLA-C04:01. The binding affinity (normalized) is 0.0847. (2) The peptide sequence is ADFKLFFRW. The MHC is HLA-A02:01 with pseudo-sequence HLA-A02:01. The binding affinity (normalized) is 0.156. (3) The peptide sequence is YLEGTRTLL. The MHC is HLA-B35:01 with pseudo-sequence HLA-B35:01. The binding affinity (normalized) is 0.0847.